From a dataset of CYP3A4 inhibition data for predicting drug metabolism from PubChem BioAssay. Regression/Classification. Given a drug SMILES string, predict its absorption, distribution, metabolism, or excretion properties. Task type varies by dataset: regression for continuous measurements (e.g., permeability, clearance, half-life) or binary classification for categorical outcomes (e.g., BBB penetration, CYP inhibition). Dataset: cyp3a4_veith. (1) The compound is CCCc1cc2c(=O)c(-c3ccc4c(c3)OCCO4)coc2cc1OC(=O)c1ccco1. The result is 0 (non-inhibitor). (2) The result is 1 (inhibitor). The drug is CCCCN(CC)Cc1ccc(CNC(=O)Nc2ccc(OC)cc2OC)o1. (3) The compound is CC(C)(C)C1CCC2(CC1)NC(CO)(CO)CO2. The result is 0 (non-inhibitor). (4) The molecule is CCCCN(CCCC)CCCOC(=O)c1ccc(N)cc1. The result is 0 (non-inhibitor). (5) The molecule is CCC(C(=O)NC(C)(C)C)N(C(=O)Cn1nnc(-c2ccccc2F)n1)c1cccc2c1CCCC2. The result is 1 (inhibitor).